Dataset: Reaction yield outcomes from USPTO patents with 853,638 reactions. Task: Predict the reaction yield, written as a fraction of the theoretical maximum amount of product (1.0 means a 100% yield; for example, 0.34 means a 34% yield). The catalyst is C1(C)C=CC=CC=1.O. The yield is 0.880. The product is [CH3:19][S:20]([O:11][C:7]1[CH:8]=[CH:9][CH:10]=[C:5]([C:1]([CH3:4])([CH3:2])[CH3:3])[CH:6]=1)(=[O:22])=[O:21]. The reactants are [C:1]([C:5]1[CH:6]=[C:7]([OH:11])[CH:8]=[CH:9][CH:10]=1)([CH3:4])([CH3:3])[CH3:2].C(N(CC)CC)C.[CH3:19][S:20](Cl)(=[O:22])=[O:21].